Dataset: Full USPTO retrosynthesis dataset with 1.9M reactions from patents (1976-2016). Task: Predict the reactants needed to synthesize the given product. (1) Given the product [CH3:8][C:6]1[NH:5][C:4](=[O:9])[C:3]([C:10]#[N:11])=[C:2]([NH:25][CH3:24])[CH:7]=1, predict the reactants needed to synthesize it. The reactants are: Cl[C:2]1[CH:7]=[C:6]([CH3:8])[NH:5][C:4](=[O:9])[C:3]=1[C:10]#[N:11].OCC1(OC[C@@H](O)[C@@H](O)[C@H]1O)O.[CH3:24][NH2:25].C(O)C. (2) Given the product [Cl:45][C:42]1[CH:43]=[CH:44][C:39]([CH:37]2[O:36][C:17]3([CH2:18][CH2:19][N:20]([C:23]([C:25]4[CH:30]=[CH:29][C:28]([O:31][CH:32]([CH3:33])[CH3:34])=[C:27]([CH3:35])[CH:26]=4)=[O:24])[CH2:21][CH2:22]3)[CH2:16][NH:15][CH2:38]2)=[CH:40][CH:41]=1, predict the reactants needed to synthesize it. The reactants are: C(Cl)(=O)OC(Cl)C.C([N:15]1[CH2:38][CH:37]([C:39]2[CH:44]=[CH:43][C:42]([Cl:45])=[CH:41][CH:40]=2)[O:36][C:17]2([CH2:22][CH2:21][N:20]([C:23]([C:25]3[CH:30]=[CH:29][C:28]([O:31][CH:32]([CH3:34])[CH3:33])=[C:27]([CH3:35])[CH:26]=3)=[O:24])[CH2:19][CH2:18]2)[CH2:16]1)C1C=CC=CC=1. (3) Given the product [Cl:29][C:30]1[CH:31]=[C:32]([C:37]2[N:40]=[C:26]([CH:11]3[CH2:12][CH:13]([C:15]4[CH:20]=[CH:19][C:18]([O:21][C:22]([F:23])([F:24])[F:25])=[CH:17][CH:16]=4)[CH2:14][N:9]([C:7]([N:1]4[CH2:6][CH2:5][O:4][CH2:3][CH2:2]4)=[O:8])[CH2:10]3)[O:27][N:38]=2)[CH:33]=[CH:34][C:35]=1[F:36], predict the reactants needed to synthesize it. The reactants are: [N:1]1([C:7]([N:9]2[CH2:14][CH:13]([C:15]3[CH:20]=[CH:19][C:18]([O:21][C:22]([F:25])([F:24])[F:23])=[CH:17][CH:16]=3)[CH2:12][CH:11]([C:26](O)=[O:27])[CH2:10]2)=[O:8])[CH2:6][CH2:5][O:4][CH2:3][CH2:2]1.[Cl:29][C:30]1[CH:31]=[C:32]([C:37](=[NH:40])[NH:38]O)[CH:33]=[CH:34][C:35]=1[F:36]. (4) Given the product [CH2:1]([O:8][C:9]1[C:13]([CH2:14][OH:15])=[CH:12][N:11]([C:19]2[CH:24]=[CH:23][CH:22]=[CH:21][CH:20]=2)[N:10]=1)[C:2]1[CH:3]=[CH:4][CH:5]=[CH:6][CH:7]=1, predict the reactants needed to synthesize it. The reactants are: [CH2:1]([O:8][C:9]1[C:13]([C:14](OCC)=[O:15])=[CH:12][N:11]([C:19]2[CH:24]=[CH:23][CH:22]=[CH:21][CH:20]=2)[N:10]=1)[C:2]1[CH:7]=[CH:6][CH:5]=[CH:4][CH:3]=1.[H-].[Al+3].[Li+].[H-].[H-].[H-].O.O.O.O.O.O.O.O.O.O.S([O-])([O-])(=O)=O.[Na+].[Na+]. (5) Given the product [Cl:1][C:2]1[CH:7]=[CH:6][C:5]([C:8]2[NH:43][C:37]3[C:42]([C:9]=2[CH2:10][C:11]([OH:13])=[O:12])=[CH:41][CH:40]=[CH:39][CH:38]=3)=[CH:4][C:3]=1[S:15](=[O:24])(=[O:23])[NH:16][CH:17]1[CH2:22][CH2:21][CH2:20][CH2:19][CH2:18]1, predict the reactants needed to synthesize it. The reactants are: [Cl:1][C:2]1[CH:7]=[CH:6][C:5]([C:8](=O)[CH2:9][CH2:10][C:11]([OH:13])=[O:12])=[CH:4][C:3]=1[S:15](=[O:24])(=[O:23])[NH:16][CH:17]1[CH2:22][CH2:21][CH2:20][CH2:19][CH2:18]1.O.C1(C)C=CC(S(O)(=O)=O)=CC=1.[C:37]1([NH:43]N)[CH:42]=[CH:41][CH:40]=[CH:39][CH:38]=1.Cl.